Dataset: Reaction yield outcomes from USPTO patents with 853,638 reactions. Task: Predict the reaction yield, written as a fraction of the theoretical maximum amount of product (1.0 means a 100% yield; for example, 0.34 means a 34% yield). (1) The reactants are [F:1][C:2]1[CH:7]=[CH:6][CH:5]=[C:4]([F:8])[C:3]=1[N:9]1[C:14]2[N:15]=[C:16](S(C)=O)[N:17]=[C:18]([C:19]3[CH:20]=[C:21]([CH:28]=[CH:29][C:30]=3[CH3:31])[C:22]([NH:24][CH2:25][CH2:26][CH3:27])=[O:23])[C:13]=2[CH2:12][NH:11][C:10]1=[O:35].[CH3:36][CH:37]([NH:39][CH2:40][CH2:41][CH2:42][NH2:43])[CH3:38]. The catalyst is C(Cl)Cl. The product is [F:1][C:2]1[CH:7]=[CH:6][CH:5]=[C:4]([F:8])[C:3]=1[N:9]1[C:14]2[N:15]=[C:16]([NH:43][CH2:42][CH2:41][CH2:40][NH:39][CH:37]([CH3:38])[CH3:36])[N:17]=[C:18]([C:19]3[CH:20]=[C:21]([CH:28]=[CH:29][C:30]=3[CH3:31])[C:22]([NH:24][CH2:25][CH2:26][CH3:27])=[O:23])[C:13]=2[CH2:12][NH:11][C:10]1=[O:35]. The yield is 0.390. (2) The product is [CH3-:1].[CH3:1][C:2]1[C:7]([CH3:8])=[CH:6][C:5]2[N:9]([C@H:12]3[O:16][C@H:15]([CH2:17][OH:18])[C@@H:14]([O:19][P:20]([O:23][CH:24]([CH2:26][NH:27][C:28]([CH2:30][CH2:31][C@@:32]4([CH3:89])[C:48]5=[N:49][C@@H:34]([C@:35]6([CH3:84])[N-:73][C:38](=[C:39]([CH3:72])[C:40]7[C@:61]([CH2:63][C:64]([NH2:66])=[O:65])([CH3:62])[C@H:60]([CH2:67][CH2:68][C:69]([NH2:71])=[O:70])[C:42](=[CH:43][C:44]8[C:52]([CH3:54])([CH3:53])[C@H:51]([CH2:55][CH2:56][C:57]([NH2:59])=[O:58])[C:46](=[C:47]5[CH3:50])[N:45]=8)[N:41]=7)[C@@H:37]([CH2:74][CH2:75][C:76]([NH2:78])=[O:77])[C@@:36]6([CH2:80][C:81]([NH2:83])=[O:82])[CH3:79])[C@@H:33]4[CH2:85][C:86]([NH2:88])=[O:87])=[O:29])[CH3:25])([O-:22])=[O:21])[C@H:13]3[OH:90])[CH:10]=[N:11][C:4]=2[CH:3]=1.[Co+3:106]. The yield is 0.863. The catalyst is O.O.O.O.O.O.O.S([O-])([O-])(=O)=O.[Fe+2].CO.O.CC(=O)CC. The reactants are [CH3:1][C:2]1[C:7]([CH3:8])=[CH:6][C:5]2[N:9]([C@H:12]3[O:16][C@H:15]([CH2:17][OH:18])[C@@H:14]([O:19][P:20]([O:23][C@@H:24]([CH2:26][NH:27][C:28]([CH2:30][CH2:31][C@@:32]4([CH3:89])[C:48]5=[N:49][C@@H:34]([C@:35]6([CH3:84])[N-:73][C:38](=[C:39]([CH3:72])[C:40]7[C@:61]([CH2:63][C:64]([NH2:66])=[O:65])([CH3:62])[C@H:60]([CH2:67][CH2:68][C:69]([NH2:71])=[O:70])[C:42](=[CH:43][C:44]8[C:52]([CH3:54])([CH3:53])[C@H:51]([CH2:55][CH2:56][C:57]([NH2:59])=[O:58])[C:46](=[C:47]5[CH3:50])[N:45]=8)[N:41]=7)[C@@H:37]([CH2:74][CH2:75][C:76]([NH2:78])=[O:77])[C@@:36]6([CH2:80][C:81]([NH2:83])=[O:82])[CH3:79])[C@@H:33]4[CH2:85][C:86]([NH2:88])=[O:87])=[O:29])[CH3:25])([O-:22])=[O:21])[C@H:13]3[OH:90])[CH:10]=[N:11][C:4]=2[CH:3]=1.[C-]#N.[Co+3].[I-].C[S+](C)(C)=O.O.O.O.O.O.O.[Co:106](Cl)Cl.[BH4-].[Na+].[OH-].[Na+].CC(C)C(=O)C. (3) The reactants are [C:1]([N:5](C)[C:6](=[O:13])[C:7]([F:12])([F:11])[CH2:8][CH2:9][CH3:10])(C)(C)C. The catalyst is FC(F)(F)C(O)=O. The product is [CH3:1][NH:5][C:6](=[O:13])[C:7]([F:12])([F:11])[CH2:8][CH2:9][CH3:10]. The yield is 1.00. (4) The reactants are [NH2:1][C:2]1([C:8]2[CH:13]=[CH:12][CH:11]=[CH:10][CH:9]=2)[CH2:7][CH2:6][NH:5][CH2:4][CH2:3]1.[Cl:14][C:15]1[C:16]2[C:17](=[O:29])[N:18]3[CH:27](O)[CH2:26][CH2:25][C:19]3=[N:20][C:21]=2[CH:22]=[CH:23][CH:24]=1.[BH3-]C#N.[Na+].CC(O)=O. The catalyst is C(#N)C. The product is [NH2:1][C:2]1([C:8]2[CH:13]=[CH:12][CH:11]=[CH:10][CH:9]=2)[CH2:7][CH2:6][N:5]([CH2:27][CH2:26][CH2:25][C:19]2[NH:18][C:17](=[O:29])[C:16]3[C:21](=[CH:22][CH:23]=[CH:24][C:15]=3[Cl:14])[N:20]=2)[CH2:4][CH2:3]1. The yield is 0.0100. (5) The reactants are [Cl:1][C:2]1[CH:33]=[CH:32][C:5]([C:6]([NH:8][C:9]2[CH:14]=[CH:13][C:12]([CH2:15][NH:16][C:17]3[C:26]4[C:21](=[CH:22][CH:23]=[C:24]([C:27]([F:30])([F:29])[F:28])[CH:25]=4)[N:20]=[C:19](Cl)[N:18]=3)=[CH:11][CH:10]=2)=[O:7])=[CH:4][CH:3]=1.[CH2:34]([NH2:40])[C:35]1[O:39][CH:38]=[CH:37][CH:36]=1. No catalyst specified. The product is [Cl:1][C:2]1[CH:3]=[CH:4][C:5]([C:6]([NH:8][C:9]2[CH:14]=[CH:13][C:12]([CH2:15][NH:16][C:17]3[C:26]4[C:21](=[CH:22][CH:23]=[C:24]([C:27]([F:30])([F:29])[F:28])[CH:25]=4)[N:20]=[C:19]([NH:40][CH2:34][C:35]4[O:39][CH:38]=[CH:37][CH:36]=4)[N:18]=3)=[CH:11][CH:10]=2)=[O:7])=[CH:32][CH:33]=1. The yield is 0.790.